From a dataset of Forward reaction prediction with 1.9M reactions from USPTO patents (1976-2016). Predict the product of the given reaction. (1) Given the reactants Br[CH:2]([CH:20]([CH3:22])[CH3:21])[CH2:3][N-:4][C:5]1[CH:10]=[C:9]([C:11]([F:14])([F:13])[F:12])[CH:8]=[C:7]([C:15]([F:18])([F:17])[F:16])[C:6]=1[OH:19].C(=O)([O-])[O-:24].[K+].[K+].C(OCC)(=O)C.O, predict the reaction product. The product is: [CH:20]([CH:2]1[C:3](=[O:24])[NH:4][C:5]2[CH:10]=[C:9]([C:11]([F:14])([F:13])[F:12])[CH:8]=[C:7]([C:15]([F:18])([F:17])[F:16])[C:6]=2[O:19]1)([CH3:22])[CH3:21]. (2) Given the reactants [CH2:1]([O:8][C:9]1[CH:10]=[CH:11][C:12]([CH2:15][C:16](O)=O)=[N:13][CH:14]=1)[C:2]1[CH:7]=[CH:6][CH:5]=[CH:4][CH:3]=1.[NH2:19][C:20]1[CH:21]=[C:22]([CH:25]=[CH:26][C:27]=1[NH:28][CH2:29][CH:30]1[CH2:32][CH2:31]1)[C:23]#[N:24].CN(C(ON1N=NC2C=CC=NC1=2)=[N+](C)C)C.F[P-](F)(F)(F)(F)F, predict the reaction product. The product is: [CH2:1]([O:8][C:9]1[CH:10]=[CH:11][C:12]([CH2:15][C:16]2[N:28]([CH2:29][CH:30]3[CH2:32][CH2:31]3)[C:27]3[CH:26]=[CH:25][C:22]([C:23]#[N:24])=[CH:21][C:20]=3[N:19]=2)=[N:13][CH:14]=1)[C:2]1[CH:7]=[CH:6][CH:5]=[CH:4][CH:3]=1.